Dataset: Reaction yield outcomes from USPTO patents with 853,638 reactions. Task: Predict the reaction yield, written as a fraction of the theoretical maximum amount of product (1.0 means a 100% yield; for example, 0.34 means a 34% yield). (1) The reactants are [F:1][C:2]1[CH:17]=[C:16]([N+:18]([O-])=O)[CH:15]=[CH:14][C:3]=1[O:4][C:5]1[C:6]2[NH:13][CH:12]=[CH:11][C:7]=2[N:8]=[CH:9][N:10]=1.[H][H]. The product is [N:8]1[C:7]2[CH:11]=[CH:12][NH:13][C:6]=2[C:5]([O:4][C:3]2[CH:14]=[CH:15][C:16]([NH2:18])=[CH:17][C:2]=2[F:1])=[N:10][CH:9]=1. The catalyst is CO.Cl[Pd]Cl. The yield is 0.720. (2) The reactants are [CH3:1][O:2][C:3]([C:5]1[S:9][C:8]2[C:10]([N+:14]([O-])=O)=[CH:11][CH:12]=[CH:13][C:7]=2[CH:6]=1)=[O:4].O.O.Cl[Sn]Cl. The catalyst is C(O)(=O)C.Cl. The product is [CH3:1][O:2][C:3]([C:5]1[S:9][C:8]2[C:10]([NH2:14])=[CH:11][CH:12]=[CH:13][C:7]=2[CH:6]=1)=[O:4]. The yield is 1.00. (3) The reactants are [CH3:1][C:2]([C:7]1[CH:12]=[CH:11][CH:10]=[CH:9][CH:8]=1)([CH3:6])[C:3](O)=[O:4].S(Cl)(Cl)=O.C(=O)([O-])[O-].[K+].[K+].Cl.[CH3:24][NH:25][CH3:26].Cl. The catalyst is C1(C)C=CC=CC=1.O.C(OC)(C)(C)C. The product is [CH3:24][N:25]([CH3:26])[C:3](=[O:4])[C:2]([CH3:6])([C:7]1[CH:12]=[CH:11][CH:10]=[CH:9][CH:8]=1)[CH3:1]. The yield is 0.880. (4) The reactants are [NH2:1][C:2]1[C:3]([CH:8]=O)=[N:4][CH:5]=[CH:6][N:7]=1.[CH2:10]([NH:12][C:13]1[CH:18]=[CH:17][N:16]=[CH:15][C:14]=1[NH2:19])[CH3:11].S([O-])(O)=O.[Na+]. The catalyst is CC(N(C)C)=O. The product is [CH2:10]([N:12]1[C:13]2[CH:18]=[CH:17][N:16]=[CH:15][C:14]=2[N:19]=[C:8]1[C:3]1[C:2]([NH2:1])=[N:7][CH:6]=[CH:5][N:4]=1)[CH3:11]. The yield is 0.800. (5) The reactants are [CH3:1][O:2][CH:3]([C:13]1[CH:18]=[CH:17][CH:16]=[CH:15][CH:14]=1)[C:4]([CH:6]1[C:11](=O)[CH2:10][CH2:9][S:8][CH2:7]1)=O.[CH3:19][C:20]1[N:21]([C:25]2[CH:30]=[CH:29][C:28]([NH:31][C:32]([NH2:34])=[NH:33])=[CH:27][CH:26]=2)[CH:22]=[CH:23][N:24]=1. No catalyst specified. The product is [CH3:1][O:2][CH:3]([C:13]1[CH:18]=[CH:17][CH:16]=[CH:15][CH:14]=1)[C:4]1[C:6]2[CH2:7][S:8][CH2:9][CH2:10][C:11]=2[N:34]=[C:32]([NH:31][C:28]2[CH:29]=[CH:30][C:25]([N:21]3[CH:22]=[CH:23][N:24]=[C:20]3[CH3:19])=[CH:26][CH:27]=2)[N:33]=1. The yield is 0.110.